Dataset: Forward reaction prediction with 1.9M reactions from USPTO patents (1976-2016). Task: Predict the product of the given reaction. (1) Given the reactants [CH3:1][O:2][C:3]1[CH:4]=[C:5]2[C:10](=[CH:11][C:12]=1[O:13][CH3:14])[N:9]=[CH:8][CH:7]=[C:6]2[O:15][C:16]1[CH:22]=[CH:21][C:19]([NH2:20])=[C:18]([F:23])[CH:17]=1.ClC(Cl)(O[C:28](=[O:34])OC(Cl)(Cl)Cl)Cl.[CH3:36][CH:37]([NH2:41])[CH:38]([CH3:40])[CH3:39], predict the reaction product. The product is: [CH3:1][O:2][C:3]1[CH:4]=[C:5]2[C:10](=[CH:11][C:12]=1[O:13][CH3:14])[N:9]=[CH:8][CH:7]=[C:6]2[O:15][C:16]1[CH:22]=[CH:21][C:19]([NH:20][C:28]([NH:41][CH:37]([CH3:36])[CH:38]([CH3:40])[CH3:39])=[O:34])=[C:18]([F:23])[CH:17]=1. (2) Given the reactants Br[C:2]1[CH:11]=[C:10]2[C:5]([CH2:6][CH2:7][N:8]([C:12]([O:14][C:15]([CH3:18])([CH3:17])[CH3:16])=[O:13])[CH2:9]2)=[CH:4][CH:3]=1.[CH3:19][C@@H:20]1[CH2:24][CH2:23][CH2:22][N:21]1[CH2:25][CH2:26][C:27]1[CH:32]=[CH:31][C:30](B(O)O)=[CH:29][CH:28]=1.C([O-])([O-])=O.[Na+].[Na+], predict the reaction product. The product is: [CH3:19][C@@H:20]1[CH2:24][CH2:23][CH2:22][N:21]1[CH2:25][CH2:26][C:27]1[CH:32]=[CH:31][C:30]([C:2]2[CH:11]=[C:10]3[C:5]([CH2:6][CH2:7][N:8]([C:12]([O:14][C:15]([CH3:18])([CH3:17])[CH3:16])=[O:13])[CH2:9]3)=[CH:4][CH:3]=2)=[CH:29][CH:28]=1. (3) Given the reactants [C:1]([OH:9])(=O)[C:2]1[CH:7]=[CH:6][CH:5]=[CH:4][CH:3]=1.[F:10][C:11]([F:38])([F:37])[C:12]([CH2:32][NH:33][CH2:34][CH2:35][CH3:36])([OH:31])[CH2:13][NH:14][C:15]1[CH:23]=[C:22]([CH3:24])[CH:21]=[C:20]2[C:16]=1[CH:17]=[N:18][N:19]2[C:25]1[CH:30]=[CH:29][CH:28]=[CH:27][CH:26]=1, predict the reaction product. The product is: [CH2:34]([N:33]([CH2:32][C:12]([OH:31])([CH2:13][NH:14][C:15]1[CH:23]=[C:22]([CH3:24])[CH:21]=[C:20]2[C:16]=1[CH:17]=[N:18][N:19]2[C:25]1[CH:30]=[CH:29][CH:28]=[CH:27][CH:26]=1)[C:11]([F:38])([F:37])[F:10])[C:1](=[O:9])[C:2]1[CH:3]=[CH:4][CH:5]=[CH:6][CH:7]=1)[CH2:35][CH3:36].